Predict the reaction yield, written as a fraction of the theoretical maximum amount of product (1.0 means a 100% yield; for example, 0.34 means a 34% yield). From a dataset of Reaction yield outcomes from USPTO patents with 853,638 reactions. (1) The reactants are CCN(CC)CC.[C:8](Cl)(=[O:10])[CH3:9].[CH3:12][O:13][C:14]([C:16]1[CH:26]=[C:25]([O:27][CH:28]2[CH2:31][NH:30][CH2:29]2)[C:19]2[CH2:20][C:21]([CH3:24])([CH3:23])[O:22][C:18]=2[CH:17]=1)=[O:15]. The catalyst is C(Cl)Cl. The product is [CH3:12][O:13][C:14]([C:16]1[CH:26]=[C:25]([O:27][CH:28]2[CH2:29][N:30]([C:8](=[O:10])[CH3:9])[CH2:31]2)[C:19]2[CH2:20][C:21]([CH3:24])([CH3:23])[O:22][C:18]=2[CH:17]=1)=[O:15]. The yield is 0.730. (2) The yield is 0.500. The product is [OH:31][CH:14]([C:11]1[CH:12]=[CH:13][C:8]2[O:7][CH2:6][C:5](=[O:32])[N:4]([CH3:3])[C:9]=2[CH:10]=1)[CH2:15][N:16]1[CH2:17][CH:18]=[C:19]([C:22]2[C:30]3[C:25](=[N:26][CH:27]=[CH:28][CH:29]=3)[NH:24][CH:23]=2)[CH2:20][CH2:21]1. The reactants are [BH4-].[Na+].[CH3:3][N:4]1[C:9]2[CH:10]=[C:11]([C:14](=[O:31])[CH2:15][N:16]3[CH2:21][CH:20]=[C:19]([C:22]4[C:30]5[C:25](=[N:26][CH:27]=[CH:28][CH:29]=5)[NH:24][CH:23]=4)[CH2:18][CH2:17]3)[CH:12]=[CH:13][C:8]=2[O:7][CH2:6][C:5]1=[O:32]. The catalyst is CO.